Dataset: Full USPTO retrosynthesis dataset with 1.9M reactions from patents (1976-2016). Task: Predict the reactants needed to synthesize the given product. (1) Given the product [OH:21][CH2:20][CH:4]1[CH2:5][CH:6]2[N:9]([C:10]([O:12][CH2:13][C:14]3[CH:15]=[CH:16][CH:17]=[CH:18][CH:19]=3)=[O:11])[CH:3]1[CH2:8][CH2:7]2, predict the reactants needed to synthesize it. The reactants are: [BH4-].[Li+].[CH:3]12[N:9]([C:10]([O:12][CH2:13][C:14]3[CH:19]=[CH:18][CH:17]=[CH:16][CH:15]=3)=[O:11])[CH:6]([CH2:7][CH2:8]1)[CH2:5][CH:4]2[C:20](OCC)=[O:21]. (2) Given the product [CH3:1][C:2]1[CH:3]=[C:4]([C:19]2[S:23][C:22]([CH2:24][CH2:25][C:26]3[CH:27]=[CH:28][C:29]([C:30]([O:32][CH3:33])=[O:31])=[CH:34][CH:35]=3)=[N:21][CH:20]=2)[CH:5]=[C:6]([NH:8][C:9]2[N:14]=[C:13]([C:15]([F:18])([F:17])[F:16])[CH:12]=[CH:11][N:10]=2)[CH:7]=1, predict the reactants needed to synthesize it. The reactants are: [CH3:1][C:2]1[CH:3]=[C:4]([C:19]2[S:23][C:22](/[CH:24]=[CH:25]/[C:26]3[CH:35]=[CH:34][C:29]([C:30]([O:32][CH3:33])=[O:31])=[CH:28][CH:27]=3)=[N:21][CH:20]=2)[CH:5]=[C:6]([NH:8][C:9]2[N:14]=[C:13]([C:15]([F:18])([F:17])[F:16])[CH:12]=[CH:11][N:10]=2)[CH:7]=1. (3) Given the product [C:23]([O:27][C:28](=[O:35])[NH:29][C@H:30]([CH:33]([OH:34])[C:9]1[O:10][C:6]([C:2]2[S:1][CH:5]=[CH:4][CH:3]=2)=[CH:7][N:8]=1)[CH2:31][CH3:32])([CH3:24])([CH3:25])[CH3:26], predict the reactants needed to synthesize it. The reactants are: [S:1]1[CH:5]=[CH:4][CH:3]=[C:2]1[C:6]1[O:10][CH:9]=[N:8][CH:7]=1.C(B(CC)CC)C.C([Li])CCC.[C:23]([O:27][C:28](=[O:35])[NH:29][CH:30]([CH:33]=[O:34])[CH2:31][CH3:32])([CH3:26])([CH3:25])[CH3:24]. (4) Given the product [CH2:27]([O:29][C:30]1[CH:31]=[CH:32][C:33]([F:39])=[C:34]([C:2]2[CH:3]=[N:4][C:5]([N:8]3[C:16]4[C:11](=[CH:12][CH:13]=[C:14]([C:17]([N:19]5[CH2:24][CH2:23][O:22][CH2:21][CH2:20]5)=[O:18])[CH:15]=4)[C:10]([CH:25]([OH:26])[CH3:40])=[CH:9]3)=[N:6][CH:7]=2)[CH:35]=1)[CH3:28], predict the reactants needed to synthesize it. The reactants are: Br[C:2]1[CH:3]=[N:4][C:5]([N:8]2[C:16]3[C:11](=[CH:12][CH:13]=[C:14]([C:17]([N:19]4[CH2:24][CH2:23][O:22][CH2:21][CH2:20]4)=[O:18])[CH:15]=3)[C:10]([CH2:25][OH:26])=[CH:9]2)=[N:6][CH:7]=1.[CH2:27]([O:29][C:30]1[CH:31]=[CH:32][C:33]([F:39])=[C:34](B(O)O)[CH:35]=1)[CH3:28].[CH3:40]C(OI1(OC(C)=O)(OC(C)=O)OC(=O)C2C=CC=CC1=2)=O.C[Mg]Br.